Task: Predict the reactants needed to synthesize the given product.. Dataset: Full USPTO retrosynthesis dataset with 1.9M reactions from patents (1976-2016) (1) Given the product [F:23][C:22]([F:25])([F:24])[S:19]([O:11][C:10]1[C:4]2[O:3][C:2]([CH3:12])([CH3:1])[CH2:6][C:5]=2[CH:7]=[CH:8][CH:9]=1)(=[O:21])=[O:20], predict the reactants needed to synthesize it. The reactants are: [CH3:1][C:2]1([CH3:12])[CH2:6][C:5]2[CH:7]=[CH:8][CH:9]=[C:10]([OH:11])[C:4]=2[O:3]1.N1C=CC=CC=1.[S:19](O[S:19]([C:22]([F:25])([F:24])[F:23])(=[O:21])=[O:20])([C:22]([F:25])([F:24])[F:23])(=[O:21])=[O:20]. (2) Given the product [F:35][C:2]([F:1])([C:31]([F:33])([F:32])[F:34])[C:3]([F:29])([F:30])[C:4]1[CH:9]=[C:8]([C:10]2[CH:11]=[CH:12][C:13]([NH2:16])=[CH:14][CH:15]=2)[N:7]=[C:6]([C:19]2[CH:20]=[CH:21][C:22]([C:25]([F:28])([F:26])[F:27])=[CH:23][CH:24]=2)[N:5]=1, predict the reactants needed to synthesize it. The reactants are: [F:1][C:2]([F:35])([C:31]([F:34])([F:33])[F:32])[C:3]([F:30])([F:29])[C:4]1[CH:9]=[C:8]([C:10]2[CH:15]=[CH:14][C:13]([N+:16]([O-])=O)=[CH:12][CH:11]=2)[N:7]=[C:6]([C:19]2[CH:24]=[CH:23][C:22]([C:25]([F:28])([F:27])[F:26])=[CH:21][CH:20]=2)[N:5]=1.CCO.O.